From a dataset of Full USPTO retrosynthesis dataset with 1.9M reactions from patents (1976-2016). Predict the reactants needed to synthesize the given product. Given the product [CH3:1][C@H:2]1[CH2:7][CH2:6][C@H:5]([C:8]([Cl:13])=[O:10])[CH2:4][CH2:3]1, predict the reactants needed to synthesize it. The reactants are: [CH3:1][C@H:2]1[CH2:7][CH2:6][C@H:5]([C:8]([OH:10])=O)[CH2:4][CH2:3]1.S(Cl)([Cl:13])=O.